This data is from Reaction yield outcomes from USPTO patents with 853,638 reactions. The task is: Predict the reaction yield, written as a fraction of the theoretical maximum amount of product (1.0 means a 100% yield; for example, 0.34 means a 34% yield). (1) The reactants are [CH3:1][O:2][C:3]1[CH:23]=[CH:22][C:6]([CH2:7][NH:8][S:9]([C:12]2[CH:21]=[CH:20][C:15]([C:16]([O:18][CH3:19])=[O:17])=[CH:14][CH:13]=2)(=[O:11])=[O:10])=[CH:5][CH:4]=1.[F:24][C:25]1[CH:26]=[C:27]([CH:30]=[CH:31][CH:32]=1)[CH2:28]Br.C(=O)([O-])[O-].[Cs+].[Cs+]. The yield is 0.800. The catalyst is CN(C=O)C.O. The product is [F:24][C:25]1[CH:26]=[C:27]([CH:30]=[CH:31][CH:32]=1)[CH2:28][N:8]([CH2:7][C:6]1[CH:22]=[CH:23][C:3]([O:2][CH3:1])=[CH:4][CH:5]=1)[S:9]([C:12]1[CH:13]=[CH:14][C:15]([C:16]([O:18][CH3:19])=[O:17])=[CH:20][CH:21]=1)(=[O:11])=[O:10]. (2) The product is [C:20]([C:19]1[C:18]2[C:13](=[CH:14][C:15]([O:22][CH3:23])=[CH:16][CH:17]=2)[N:12]([CH2:24][CH3:25])[C:11]=1[C:8]1[CH:9]=[CH:10][C:5]([O:4][CH2:3][CH2:2][NH:1][C:33](=[O:35])[CH3:34])=[CH:6][CH:7]=1)#[N:21]. The yield is 0.970. The reactants are [NH2:1][CH2:2][CH2:3][O:4][C:5]1[CH:10]=[CH:9][C:8]([C:11]2[N:12]([CH2:24][CH3:25])[C:13]3[C:18]([C:19]=2[C:20]#[N:21])=[CH:17][CH:16]=[C:15]([O:22][CH3:23])[CH:14]=3)=[CH:7][CH:6]=1.CCN(CC)CC.[C:33](Cl)(=[O:35])[CH3:34]. The catalyst is C1COCC1. (3) The reactants are Cl[CH2:2][C:3]1[N:4]=[C:5]([CH:8]2[CH2:10][CH2:9]2)[S:6][CH:7]=1.CS(C)=[O:13]. The catalyst is CCOC(C)=O.O=[Mn]=O. The product is [CH:8]1([C:5]2[S:6][CH:7]=[C:3]([CH:2]=[O:13])[N:4]=2)[CH2:10][CH2:9]1. The yield is 0.380. (4) The reactants are ClC(Cl)(O[C:5](=[O:11])OC(Cl)(Cl)Cl)Cl.[NH2:13][C:14]1[CH:19]=[CH:18][C:17]([C:20]#[C:21][C:22]#[N:23])=[CH:16][CH:15]=1.C(N(CC)CC)C.[CH2:31]([NH2:34])[C:32]#[CH:33]. The catalyst is C(Cl)Cl. The product is [C:22]([C:21]#[C:20][C:17]1[CH:16]=[CH:15][C:14]([NH:13][C:5]([NH:34][CH2:31][C:32]#[CH:33])=[O:11])=[CH:19][CH:18]=1)#[N:23]. The yield is 0.850. (5) The reactants are [OH:1][C:2]1[CH:7]=[C:6]([OH:8])[CH:5]=[CH:4][C:3]=1[CH:9]1[CH2:14][CH2:13][CH2:12][C:11](=O)[CH2:10]1.Cl.[NH2:17][OH:18].C(N(CC)CC)C. The catalyst is CN(C=O)C. The product is [OH:1][C:2]1[CH:7]=[C:6]([OH:8])[CH:5]=[CH:4][C:3]=1[CH:9]1[CH2:14][CH2:13][CH2:12][C:11](=[N:17][OH:18])[CH2:10]1. The yield is 0.860. (6) The reactants are FC(F)(F)S(O[C:7]1[CH:12]=[CH:11][C:10]([N:13]2[CH:18]=[C:17]([O:19][CH3:20])[C:16](=[O:21])[C:15]([C:22]3[N:26]([C:27]4[CH:32]=[CH:31][CH:30]=[CH:29][CH:28]=4)[N:25]=[CH:24][CH:23]=3)=[N:14]2)=[C:9]([F:33])[CH:8]=1)(=O)=O.Cl.[F:37][C:38]1([F:44])[CH2:43][CH2:42][NH:41][CH2:40][CH2:39]1.CC1(C)C2C(=C(P(C3C=CC=CC=3)C3C=CC=CC=3)C=CC=2)OC2C(P(C3C=CC=CC=3)C3C=CC=CC=3)=CC=CC1=2.CC([O-])(C)C.[Na+]. The catalyst is O1CCOCC1.C1C=CC(/C=C/C(/C=C/C2C=CC=CC=2)=O)=CC=1.C1C=CC(/C=C/C(/C=C/C2C=CC=CC=2)=O)=CC=1.C1C=CC(/C=C/C(/C=C/C2C=CC=CC=2)=O)=CC=1.[Pd].[Pd].O. The product is [F:37][C:38]1([F:44])[CH2:43][CH2:42][N:41]([C:7]2[CH:12]=[CH:11][C:10]([N:13]3[CH:18]=[C:17]([O:19][CH3:20])[C:16](=[O:21])[C:15]([C:22]4[N:26]([C:27]5[CH:28]=[CH:29][CH:30]=[CH:31][CH:32]=5)[N:25]=[CH:24][CH:23]=4)=[N:14]3)=[C:9]([F:33])[CH:8]=2)[CH2:40][CH2:39]1. The yield is 0.250. (7) The reactants are Cl.Cl[C:3]1[N:8]=[C:7]([NH:9][CH:10]2[CH2:15][C:14]([CH3:17])([CH3:16])[N:13]([CH3:18])[C:12]([CH3:20])([CH3:19])[CH2:11]2)[C:6]([F:21])=[CH:5][N:4]=1.[CH:22]1([C:25]2[C:30]([N:31]3[CH:35]=[N:34][N:33]=[N:32]3)=[CH:29][C:28]([NH2:36])=[C:27]([F:37])[CH:26]=2)[CH2:24][CH2:23]1.[OH2:38].C1(C)C=CC(S(O)(=O)=O)=CC=1. The catalyst is CC(O)C. The product is [NH3:4].[CH3:3][OH:38].[CH:22]1([C:25]2[C:30]([N:31]3[CH:35]=[N:34][N:33]=[N:32]3)=[CH:29][C:28]([NH:36][C:3]3[N:8]=[C:7]([NH:9][CH:10]4[CH2:15][C:14]([CH3:17])([CH3:16])[N:13]([CH3:18])[C:12]([CH3:20])([CH3:19])[CH2:11]4)[C:6]([F:21])=[CH:5][N:4]=3)=[C:27]([F:37])[CH:26]=2)[CH2:24][CH2:23]1. The yield is 0.0100. (8) The reactants are N1C=[CH:5][CH:4]=[C:3]([CH2:7][NH:8][C:9]2[C:10]([C:15]([OH:17])=O)=[N:11][CH:12]=[CH:13][CH:14]=2)[CH:2]=1.[NH2:18][C:19]1[CH:20]=[C:21]2[C:25](=[CH:26][CH:27]=1)[NH:24][N:23]=[CH:22]2.[CH3:28][N:29]1CCOCC1.F[P-](F)(F)(F)(F)F.N1(OC(N(C)C)=[N+](C)C)C2N=CC=CC=2N=N1. The catalyst is CN(C)C=O.C(=O)([O-])O.[Na+]. The product is [NH:24]1[C:25]2[C:21](=[CH:20][C:19]([NH:18][C:15]([C:10]3[C:9]([NH:8][CH2:7][C:3]4[CH:2]=[CH:28][N:29]=[CH:5][CH:4]=4)=[CH:14][CH:13]=[CH:12][N:11]=3)=[O:17])=[CH:27][CH:26]=2)[CH:22]=[N:23]1. The yield is 0.270. (9) The reactants are [CH2:1]([O:3][C:4]1[CH:9]=[CH:8][C:7]([CH2:10][C:11]([NH:13][C:14]2[CH:15]=[C:16]([C:24]([N:26]([CH2:29][CH3:30])[CH2:27][CH3:28])=[O:25])[CH:17]=[N:18][C:19]=2[NH:20]CC=C)=[O:12])=[CH:6][CH:5]=1)[CH3:2].C(O)(=O)C.C1([SiH3])C=CC=CC=1. The catalyst is ClCCl.C1C=CC([P]([Pd]([P](C2C=CC=CC=2)(C2C=CC=CC=2)C2C=CC=CC=2)([P](C2C=CC=CC=2)(C2C=CC=CC=2)C2C=CC=CC=2)[P](C2C=CC=CC=2)(C2C=CC=CC=2)C2C=CC=CC=2)(C2C=CC=CC=2)C2C=CC=CC=2)=CC=1. The product is [NH2:20][C:19]1[N:18]=[CH:17][C:16]([C:24]([N:26]([CH2:27][CH3:28])[CH2:29][CH3:30])=[O:25])=[CH:15][C:14]=1[NH:13][C:11](=[O:12])[CH2:10][C:7]1[CH:8]=[CH:9][C:4]([O:3][CH2:1][CH3:2])=[CH:5][CH:6]=1. The yield is 0.752.